Task: Predict the product of the given reaction.. Dataset: Forward reaction prediction with 1.9M reactions from USPTO patents (1976-2016) (1) Given the reactants [CH2:1]([N:8]1[CH2:17][CH2:16][C:15]2[C:10](=[CH:11][CH:12]=[CH:13][CH:14]=2)[CH:9]1[C:18]([OH:21])([CH3:20])[CH3:19])[C:2]1[CH:7]=[CH:6][CH:5]=[CH:4][CH:3]=1.[H-].[Na+].[CH3:24]I.O, predict the reaction product. The product is: [CH2:1]([N:8]1[CH2:17][CH2:16][C:15]2[C:10](=[CH:11][CH:12]=[CH:13][CH:14]=2)[CH:9]1[C:18]([O:21][CH3:24])([CH3:19])[CH3:20])[C:2]1[CH:3]=[CH:4][CH:5]=[CH:6][CH:7]=1. (2) Given the reactants [F:1][C:2]1[CH:3]=[CH:4][C:5]([O:15][CH2:16][C:17]2[CH:22]=[CH:21][C:20]([F:23])=[CH:19][CH:18]=2)=[C:6]([C:8](=O)[CH2:9][CH2:10][C:11](=O)[CH3:12])[CH:7]=1.[NH2:24][C:25]1[CH:26]=[C:27]([CH:31]=[CH:32][C:33]=1[F:34])[C:28]([OH:30])=[O:29].CC1C=CC(S(O)(=O)=O)=CC=1.Cl, predict the reaction product. The product is: [F:1][C:2]1[CH:3]=[CH:4][C:5]([O:15][CH2:16][C:17]2[CH:22]=[CH:21][C:20]([F:23])=[CH:19][CH:18]=2)=[C:6]([C:8]2[N:24]([C:25]3[CH:26]=[C:27]([CH:31]=[CH:32][C:33]=3[F:34])[C:28]([OH:30])=[O:29])[C:11]([CH3:12])=[CH:10][CH:9]=2)[CH:7]=1. (3) Given the reactants [OH:1][CH:2]1[CH2:7][CH2:6][N:5]([C:8]2[S:12][C:11]([CH:13]=O)=[CH:10][CH:9]=2)[CH2:4][CH2:3]1.[CH3:15][O:16][C:17]1[CH:18]=[C:19]([CH:23]=[CH:24][C:25]=1[O:26][CH3:27])[CH2:20][C:21]#[N:22].[O-]CC.[Na+].O, predict the reaction product. The product is: [CH3:15][O:16][C:17]1[CH:18]=[C:19](/[C:20](=[CH:13]/[C:11]2[S:12][C:8]([N:5]3[CH2:4][CH2:3][CH:2]([OH:1])[CH2:7][CH2:6]3)=[CH:9][CH:10]=2)/[C:21]#[N:22])[CH:23]=[CH:24][C:25]=1[O:26][CH3:27].